From a dataset of Catalyst prediction with 721,799 reactions and 888 catalyst types from USPTO. Predict which catalyst facilitates the given reaction. Reactant: Br[C:2]1[CH:3]=[C:4]([NH:14][S:15]([CH3:18])(=[O:17])=[O:16])[CH:5]=[C:6]2[C:11]=1[O:10][CH:9]([CH2:12][CH3:13])[CH2:8][CH2:7]2.[CH3:19][N:20]1[CH:29]=[C:28](B2OC(C)(C)C(C)(C)O2)[C:27]2[C:22](=[CH:23][CH:24]=[CH:25][CH:26]=2)[C:21]1=[O:39].C([O-])([O-])=O.[K+].[K+]. Product: [CH2:12]([CH:9]1[CH2:8][CH2:7][C:6]2[C:11](=[C:2]([C:28]3[C:27]4[C:22](=[CH:23][CH:24]=[CH:25][CH:26]=4)[C:21](=[O:39])[N:20]([CH3:19])[CH:29]=3)[CH:3]=[C:4]([NH:14][S:15]([CH3:18])(=[O:17])=[O:16])[CH:5]=2)[O:10]1)[CH3:13]. The catalyst class is: 117.